From a dataset of NCI-60 drug combinations with 297,098 pairs across 59 cell lines. Regression. Given two drug SMILES strings and cell line genomic features, predict the synergy score measuring deviation from expected non-interaction effect. (1) Drug 1: CC1=CC=C(C=C1)C2=CC(=NN2C3=CC=C(C=C3)S(=O)(=O)N)C(F)(F)F. Drug 2: CCC1(CC2CC(C3=C(CCN(C2)C1)C4=CC=CC=C4N3)(C5=C(C=C6C(=C5)C78CCN9C7C(C=CC9)(C(C(C8N6C=O)(C(=O)OC)O)OC(=O)C)CC)OC)C(=O)OC)O.OS(=O)(=O)O. Cell line: NCI/ADR-RES. Synergy scores: CSS=2.89, Synergy_ZIP=-0.300, Synergy_Bliss=-1.17, Synergy_Loewe=-1.37, Synergy_HSA=-1.25. (2) Drug 1: COC1=C(C=C2C(=C1)N=CN=C2NC3=CC(=C(C=C3)F)Cl)OCCCN4CCOCC4. Drug 2: CCCCCOC(=O)NC1=NC(=O)N(C=C1F)C2C(C(C(O2)C)O)O. Cell line: OVCAR3. Synergy scores: CSS=31.4, Synergy_ZIP=1.66, Synergy_Bliss=2.93, Synergy_Loewe=-22.3, Synergy_HSA=2.37.